Dataset: Reaction yield outcomes from USPTO patents with 853,638 reactions. Task: Predict the reaction yield, written as a fraction of the theoretical maximum amount of product (1.0 means a 100% yield; for example, 0.34 means a 34% yield). (1) The reactants are [C:1]1([N:7]([C:18]2[CH:23]=[CH:22][C:21]([C:24]3[CH:29]=[CH:28][C:27](B4OC(C)(C)C(C)(C)O4)=[CH:26][CH:25]=3)=[CH:20][CH:19]=2)[C:8]2[C:17]3[C:12](=[CH:13][CH:14]=[CH:15][CH:16]=3)[CH:11]=[CH:10][CH:9]=2)[CH:6]=[CH:5][CH:4]=[CH:3][CH:2]=1.[Br:39][C:40]1[CH:45]=[CH:44][C:43](I)=[CH:42][CH:41]=1.C(=O)([O-])[O-].[K+].[K+]. The catalyst is O1CCOCC1.O.C1C=CC([P]([Pd]([P](C2C=CC=CC=2)(C2C=CC=CC=2)C2C=CC=CC=2)([P](C2C=CC=CC=2)(C2C=CC=CC=2)C2C=CC=CC=2)[P](C2C=CC=CC=2)(C2C=CC=CC=2)C2C=CC=CC=2)(C2C=CC=CC=2)C2C=CC=CC=2)=CC=1. The product is [Br:39][C:40]1[CH:45]=[CH:44][C:43]([C:27]2[CH:26]=[CH:25][C:24]([C:21]3[CH:20]=[CH:19][C:18]([N:7]([C:1]4[CH:6]=[CH:5][CH:4]=[CH:3][CH:2]=4)[C:8]4[C:17]5[C:12](=[CH:13][CH:14]=[CH:15][CH:16]=5)[CH:11]=[CH:10][CH:9]=4)=[CH:23][CH:22]=3)=[CH:29][CH:28]=2)=[CH:42][CH:41]=1. The yield is 0.907. (2) The reactants are [CH2:1]([O:3][C:4]([N:6]1[C:14]2[C:9](=[CH:10][CH:11]=[C:12]([Cl:15])[CH:13]=2)/[C:8](=[CH:16]/[C:17]2[CH:22]=[CH:21][CH:20]=[C:19]([Cl:23])[CH:18]=2)/[C:7]1=[O:24])=[O:5])[CH3:2].[CH3:25][C:26]1[CH:31]=[CH:30][CH:29]=[C:28]([CH3:32])[C:27]=1[CH:33]=[N:34][C:35]([O:37][Si](C)(C)C)=[CH2:36]. The catalyst is C1(C)C=CC=CC=1. The product is [CH2:1]([O:3][C:4]([N:6]1[C:14]2[C:9](=[CH:10][CH:11]=[C:12]([Cl:15])[CH:13]=2)[C:8]2([CH:16]([C:17]3[CH:22]=[CH:21][CH:20]=[C:19]([Cl:23])[CH:18]=3)[CH2:36][C:35](=[O:37])[NH:34][CH:33]2[C:27]2[C:28]([CH3:32])=[CH:29][CH:30]=[CH:31][C:26]=2[CH3:25])[C:7]1=[O:24])=[O:5])[CH3:2]. The yield is 0.710.